From a dataset of Peptide-MHC class I binding affinity with 185,985 pairs from IEDB/IMGT. Regression. Given a peptide amino acid sequence and an MHC pseudo amino acid sequence, predict their binding affinity value. This is MHC class I binding data. The peptide sequence is FAEESYTYYY. The MHC is HLA-A68:01 with pseudo-sequence HLA-A68:01. The binding affinity (normalized) is 0.418.